Dataset: Full USPTO retrosynthesis dataset with 1.9M reactions from patents (1976-2016). Task: Predict the reactants needed to synthesize the given product. (1) Given the product [N:24]1([C:22](=[O:23])[CH2:21][CH:18]2[C:14]3[CH:15]=[N:16][CH:17]=[C:12]([C:3]4[CH:4]=[CH:5][C:6]([C:8]([F:11])([F:9])[F:10])=[CH:7][C:2]=4[F:1])[C:13]=3[CH2:20][CH2:19]2)[CH2:25][CH2:28][CH2:26]1, predict the reactants needed to synthesize it. The reactants are: [F:1][C:2]1[CH:7]=[C:6]([C:8]([F:11])([F:10])[F:9])[CH:5]=[CH:4][C:3]=1[C:12]1[C:13]2[CH2:20][CH2:19][CH:18]([CH2:21][C:22]([N:24]([CH3:26])[CH3:25])=[O:23])[C:14]=2[CH:15]=[N:16][CH:17]=1.N1CC[CH2:28]1. (2) Given the product [N:25]1[CH:26]=[CH:27][CH:28]=[CH:29][C:24]=1[CH2:23][O:22][C:21]1[CH:30]=[CH:31][C:18]([NH2:15])=[CH:19][CH:20]=1, predict the reactants needed to synthesize it. The reactants are: N1(CC2C=CC(N)=CC=2)CCOCC1.[N+:15]([C:18]1[CH:31]=[CH:30][C:21]([O:22][CH2:23][C:24]2[CH:29]=[CH:28][CH:27]=[CH:26][N:25]=2)=[CH:20][CH:19]=1)([O-])=O.